Predict the reaction yield, written as a fraction of the theoretical maximum amount of product (1.0 means a 100% yield; for example, 0.34 means a 34% yield). From a dataset of Reaction yield outcomes from USPTO patents with 853,638 reactions. The reactants are [CH3:1][C:2]1[CH:11]=[CH:10][C:9]2[C:4](=[C:5]([C:12]([OH:14])=[O:13])[CH:6]=[CH:7][CH:8]=2)[N:3]=1.Cl[Si](C)(C)[CH3:17]. The catalyst is CO. The product is [CH3:1][C:2]1[CH:11]=[CH:10][C:9]2[C:4](=[C:5]([C:12]([O:14][CH3:17])=[O:13])[CH:6]=[CH:7][CH:8]=2)[N:3]=1. The yield is 0.330.